From a dataset of Peptide-MHC class II binding affinity with 134,281 pairs from IEDB. Regression. Given a peptide amino acid sequence and an MHC pseudo amino acid sequence, predict their binding affinity value. This is MHC class II binding data. The peptide sequence is ESLHNPYPDYHWLRT. The MHC is HLA-DQA10501-DQB10301 with pseudo-sequence HLA-DQA10501-DQB10301. The binding affinity (normalized) is 0.112.